This data is from Forward reaction prediction with 1.9M reactions from USPTO patents (1976-2016). The task is: Predict the product of the given reaction. (1) Given the reactants [F:1][C@H:2]1[C@@H:7]([O:8][C:9]2[CH:16]=[CH:15][C:14]([C:17]3[N:22]=[C:21]([NH:23][C:24]4[CH:29]=[CH:28][C:27]([N:30]5[CH2:35][CH2:34][N:33]([CH:36]6[CH2:39][O:38][CH2:37]6)[CH2:32][CH2:31]5)=[CH:26][CH:25]=4)[N:20]=[CH:19][N:18]=3)=[CH:13][C:10]=2[C:11]#[N:12])[CH2:6][CH2:5][NH:4][CH2:3]1.CN(C(ON1N=NC2C=CC=NC1=2)=[N+](C)C)C.F[P-](F)(F)(F)(F)F.CCN(C(C)C)C(C)C.[CH3:73][C@H:74]1[O:78][C:77](=[O:79])[NH:76][C@@H:75]1[C:80](O)=[O:81], predict the reaction product. The product is: [F:1][C@H:2]1[C@@H:7]([O:8][C:9]2[CH:16]=[CH:15][C:14]([C:17]3[N:22]=[C:21]([NH:23][C:24]4[CH:29]=[CH:28][C:27]([N:30]5[CH2:31][CH2:32][N:33]([CH:36]6[CH2:39][O:38][CH2:37]6)[CH2:34][CH2:35]5)=[CH:26][CH:25]=4)[N:20]=[CH:19][N:18]=3)=[CH:13][C:10]=2[C:11]#[N:12])[CH2:6][CH2:5][N:4]([C:80]([C@@H:75]2[C@@H:74]([CH3:73])[O:78][C:77](=[O:79])[NH:76]2)=[O:81])[CH2:3]1. (2) The product is: [NH2:46][C@@H:42]([CH:43]([CH3:45])[CH3:44])[C:41]([NH:40][C:37]1[CH:36]=[CH:35][C:34]([C:29]2[C:28]3[C:32](=[CH:33][C:25]([F:24])=[CH:26][CH:27]=3)[NH:31][CH:30]=2)=[CH:39][N:38]=1)=[O:54]. Given the reactants FC1C=C2C(C(C3C=CC(N4CCC(N)CC4)=NC=3)=CN2)=CC=1.[F:24][C:25]1[CH:33]=[C:32]2[C:28]([C:29]([C:34]3[CH:35]=[CH:36][C:37]([NH:40][C:41](=[O:54])[C@@H:42]([NH:46]C(=O)OC(C)(C)C)[CH:43]([CH3:45])[CH3:44])=[N:38][CH:39]=3)=[CH:30][NH:31]2)=[CH:27][CH:26]=1, predict the reaction product. (3) Given the reactants [Cl:1][C:2]1[CH:7]=[CH:6][CH:5]=[CH:4][C:3]=1[N:8]1[C:17](=[O:18])[C:16]2[C:11](=[N:12][C:13](S(C)=O)=[N:14][CH:15]=2)[N:10]2[CH:22]=[CH:23][N:24]=[C:9]12.[CH3:25][N:26]1[C:35]2[C:30](=[CH:31][CH:32]=[C:33]([NH2:36])[CH:34]=2)[CH2:29][CH2:28][CH2:27]1, predict the reaction product. The product is: [Cl:1][C:2]1[CH:7]=[CH:6][CH:5]=[CH:4][C:3]=1[N:8]1[C:17](=[O:18])[C:16]2[CH:15]=[N:14][C:13]([NH:36][C:33]3[CH:34]=[C:35]4[C:30]([CH2:29][CH2:28][CH2:27][N:26]4[CH3:25])=[CH:31][CH:32]=3)=[N:12][C:11]=2[N:10]2[CH:22]=[CH:23][N:24]=[C:9]12. (4) Given the reactants [C:1]([Si:3]([CH3:6])([CH3:5])[CH3:4])#[CH:2].Br[C:8]1[CH:13]=[CH:12][C:11]([C:14]2[CH:35]=[CH:34][C:17]3[NH:18][C:19]([C@@H:21]4[CH2:25][C@H:24]([CH3:26])[CH2:23][N:22]4[C:27]([O:29][C:30]([CH3:33])([CH3:32])[CH3:31])=[O:28])=[N:20][C:16]=3[CH:15]=2)=[CH:10][CH:9]=1.C(Cl)Cl, predict the reaction product. The product is: [CH3:26][C@@H:24]1[CH2:23][N:22]([C:27]([O:29][C:30]([CH3:33])([CH3:32])[CH3:31])=[O:28])[C@H:21]([C:19]2[NH:18][C:17]3[CH:34]=[CH:35][C:14]([C:11]4[CH:12]=[CH:13][C:8]([C:2]#[C:1][Si:3]([CH3:6])([CH3:5])[CH3:4])=[CH:9][CH:10]=4)=[CH:15][C:16]=3[N:20]=2)[CH2:25]1. (5) The product is: [NH2:1][C:2]1[C:7]([C:8]#[N:9])=[C:6]([NH:10][C@H:11]([C:13]2[N:17]([CH3:18])[C:16]3[C:19]([C:33]4[CH2:38][CH2:37][O:36][CH2:35][CH:34]=4)=[C:20]([F:23])[CH:21]=[CH:22][C:15]=3[N:14]=2)[CH3:12])[N:5]=[CH:4][N:3]=1. Given the reactants [NH2:1][C:2]1[C:7]([C:8]#[N:9])=[C:6]([NH:10][C@H:11]([C:13]2[N:17]([CH3:18])[C:16]3[C:19](Br)=[C:20]([F:23])[CH:21]=[CH:22][C:15]=3[N:14]=2)[CH3:12])[N:5]=[CH:4][N:3]=1.CC1(C)C(C)(C)OB([C:33]2[CH2:34][CH2:35][O:36][CH2:37][CH:38]=2)O1.C(=O)([O-])[O-].[Cs+].[Cs+], predict the reaction product. (6) Given the reactants [CH3:1][N:2]1[CH2:7][CH2:6][C@@H:5]2[CH2:8][CH2:9][C@H:10]([C:12]([O:14]C)=[O:13])[CH2:11][N:4]2[C:3]1=[O:16].[Li+].[OH-], predict the reaction product. The product is: [CH3:1][N:2]1[CH2:7][CH2:6][C@@H:5]2[CH2:8][CH2:9][C@H:10]([C:12]([OH:14])=[O:13])[CH2:11][N:4]2[C:3]1=[O:16]. (7) Given the reactants [C@H:1]12[N:8]([C:9]([C:11]3[C:16]([N:17]4[N:21]=[CH:20][CH:19]=[N:18]4)=[CH:15][CH:14]=[CH:13][C:12]=3F)=[O:10])[CH2:7][C@H:6]1[CH2:5][CH2:4][NH:3][CH2:2]2.[F:23]C1C=CC=C(N2N=CC=N2)C=1C(O)=O, predict the reaction product. The product is: [C@H:1]12[N:8]([C:9]([C:11]3[CH:12]=[C:13]([F:23])[CH:14]=[CH:15][C:16]=3[N:17]3[N:21]=[CH:20][CH:19]=[N:18]3)=[O:10])[CH2:7][C@H:6]1[CH2:5][CH2:4][NH:3][CH2:2]2.